From a dataset of Forward reaction prediction with 1.9M reactions from USPTO patents (1976-2016). Predict the product of the given reaction. (1) Given the reactants [F:1][C:2]1[CH:3]=[CH:4][C:5]([O:11]C)=[C:6]([CH:10]=1)[C:7](Cl)=O.[NH2:13][C:14]1[CH:21]=[C:20](Br)[CH:19]=[CH:18][C:15]=1[C:16]#[N:17].C(OC([N:30]1[CH2:35][CH2:34]C[C@H:32]([NH2:36])[CH2:31]1)=O)(C)(C)C.CC1(C)C(C)(C)OB([C:45]2[CH:46]=[N:47][N:48](C(OC(C)(C)C)=O)[CH:49]=2)O1, predict the reaction product. The product is: [NH:47]1[CH:46]=[C:45]([C:20]2[CH:21]=[C:14]3[C:15]([C:16]([NH:36][C@H:32]4[CH2:34][CH2:35][NH:30][CH2:31]4)=[N:17][C:7]([C:6]4[CH:10]=[C:2]([F:1])[CH:3]=[CH:4][C:5]=4[OH:11])=[N:13]3)=[CH:18][CH:19]=2)[CH:49]=[N:48]1. (2) Given the reactants Br[C:2]1[CH:7]=[CH:6][C:5]([OH:8])=[C:4]([O:9][CH3:10])[CH:3]=1.C1(C)C=CC(S([O-])(=O)=O)=CC=1.[NH+]1C=CC=CC=1.[O:28]1[CH:33]=[CH:32][CH2:31][CH2:30][CH2:29]1, predict the reaction product. The product is: [CH3:10][O:9][C:4]1[CH:3]=[CH:2][CH:7]=[CH:6][C:5]=1[O:8][CH:33]1[CH2:32][CH2:31][CH2:30][CH2:29][O:28]1. (3) Given the reactants C([O:3][C:4]([C:6]1[NH:7][C:8]([CH:19]=O)=[C:9]([CH2:12][CH2:13][C:14]([O:16]CC)=[O:15])[C:10]=1[CH3:11])=[O:5])C.[Br:21][C:22]1[CH:23]=[C:24]2[C:28](=[CH:29][CH:30]=1)[NH:27][C:26](=[O:31])[CH2:25]2.[OH-].[K+], predict the reaction product. The product is: [C:14]([CH2:13][CH2:12][C:9]1[C:10]([CH3:11])=[C:6]([C:4]([OH:3])=[O:5])[NH:7][C:8]=1[CH:19]=[C:25]1[C:24]2[C:28](=[CH:29][CH:30]=[C:22]([Br:21])[CH:23]=2)[NH:27][C:26]1=[O:31])([OH:16])=[O:15]. (4) Given the reactants [OH:1][CH2:2][C@H:3]1[CH2:7][CH2:6][CH2:5][N:4]1[C:8]([O:10][C:11]([CH3:14])([CH3:13])[CH3:12])=[O:9].[F:15][C:16]1[CH:17]=[C:18](O)[CH:19]=[CH:20][CH:21]=1, predict the reaction product. The product is: [F:15][C:16]1[CH:21]=[C:20]([CH:19]=[CH:18][CH:17]=1)[O:1][CH2:2][C@H:3]1[CH2:7][CH2:6][CH2:5][N:4]1[C:8]([O:10][C:11]([CH3:14])([CH3:13])[CH3:12])=[O:9]. (5) Given the reactants [C:1]([C:3]1[CH:8]=[CH:7][C:6]([N:9]2[C:13]3[CH:14]=[CH:15][CH:16]=[CH:17][C:12]=3[N:11]=[CH:10]2)=[CH:5][CH:4]=1)#[N:2].[CH3:18][I:19], predict the reaction product. The product is: [I-:19].[C:1]([C:3]1[CH:8]=[CH:7][C:6]([N+:9]2[C:13]3[CH:14]=[CH:15][CH:16]=[CH:17][C:12]=3[N:11]([CH3:18])[CH:10]=2)=[CH:5][CH:4]=1)#[N:2]. (6) Given the reactants [NH2:1][C@@H:2]([C@H:8]([OH:13])[C:9]([CH3:12])([CH3:11])[CH3:10])[C:3]([O:5]CC)=[O:4], predict the reaction product. The product is: [NH2:1][C@@H:2]([C@H:8]([OH:13])[C:9]([CH3:11])([CH3:10])[CH3:12])[C:3]([OH:5])=[O:4].